This data is from Reaction yield outcomes from USPTO patents with 853,638 reactions. The task is: Predict the reaction yield, written as a fraction of the theoretical maximum amount of product (1.0 means a 100% yield; for example, 0.34 means a 34% yield). The reactants are [C:1]([C:5]1[CH:6]=[C:7]([OH:15])[CH:8]=[C:9]([C:11]([CH3:14])([CH3:13])[CH3:12])[CH:10]=1)([CH3:4])([CH3:3])[CH3:2].C(N(CC)CC)C.[CH3:23][S:24](Cl)(=[O:26])=[O:25]. The catalyst is C1(C)C=CC=CC=1. The product is [CH3:23][S:24]([O:15][C:7]1[CH:6]=[C:5]([C:1]([CH3:4])([CH3:3])[CH3:2])[CH:10]=[C:9]([C:11]([CH3:14])([CH3:13])[CH3:12])[CH:8]=1)(=[O:26])=[O:25]. The yield is 0.980.